From a dataset of Forward reaction prediction with 1.9M reactions from USPTO patents (1976-2016). Predict the product of the given reaction. (1) Given the reactants [NH2:1][C:2]1[S:3][C:4]([CH3:7])=[CH:5][N:6]=1.Cl.Cl[CH2:10][CH2:11][N:12]1[CH2:17][CH2:16][O:15][CH2:14][CH2:13]1.CCN(CC)CC.C(Cl)Cl, predict the reaction product. The product is: [NH4+:1].[OH-:15].[CH3:7][C:4]1[S:3][C:2](=[NH:1])[N:6]([CH2:10][CH2:11][N:12]2[CH2:17][CH2:16][O:15][CH2:14][CH2:13]2)[CH:5]=1. (2) Given the reactants [CH2:1]([C@@H:8]1[CH2:12][O:11][C:10](=[O:13])[N:9]1[C:14](=[O:33])[C@H:15]([CH2:19][C:20]1[C:25]([Cl:26])=[CH:24][C:23]([C:27]([F:30])([F:29])[F:28])=[C:22]([F:31])[C:21]=1[F:32])[CH2:16][CH:17]=C)[C:2]1[CH:7]=[CH:6][CH:5]=[CH:4][CH:3]=1.CC([OH:38])(C)C.I([O-])(=O)(=O)=O.[Na+], predict the reaction product. The product is: [CH2:1]([C@@H:8]1[CH2:12][O:11][C:10](=[O:13])[N:9]1[C:14](=[O:33])[C@H:15]([CH2:19][C:20]1[C:25]([Cl:26])=[CH:24][C:23]([C:27]([F:30])([F:28])[F:29])=[C:22]([F:31])[C:21]=1[F:32])[CH2:16][CH:17]=[O:38])[C:2]1[CH:3]=[CH:4][CH:5]=[CH:6][CH:7]=1. (3) Given the reactants [NH2:1][C:2]1[CH:7]=[CH:6][CH:5]=[CH:4][CH:3]=1.[CH2:8]([O:10][C:11](=[O:17])[C:12](=[N+:15]=[N-:16])[CH:13]=O)[CH3:9].O, predict the reaction product. The product is: [CH2:8]([O:10][C:11]([C:12]1[N:15]=[N:16][N:1]([C:2]2[CH:7]=[CH:6][CH:5]=[CH:4][CH:3]=2)[CH:13]=1)=[O:17])[CH3:9].